From a dataset of Full USPTO retrosynthesis dataset with 1.9M reactions from patents (1976-2016). Predict the reactants needed to synthesize the given product. (1) Given the product [ClH:1].[NH2:14][C@@H:11]1[CH2:10][CH2:9][C@H:8]([NH:7][C:2](=[O:6])[CH:3]([CH3:4])[CH3:5])[CH2:13][CH2:12]1, predict the reactants needed to synthesize it. The reactants are: [ClH:1].[C:2]([NH:7][C@@H:8]1[CH2:13][CH2:12][C@H:11]([NH:14]C(=O)OC(C)(C)C)[CH2:10][CH2:9]1)(=[O:6])[CH:3]([CH3:5])[CH3:4]. (2) Given the product [F:1][C:2]1[CH:20]=[CH:19][C:5]([CH2:6][CH2:7][C:8]2[C:9]([C:15]([O:17][CH3:18])=[O:16])=[N:10][C:11]([OH:25])=[CH:12][CH:13]=2)=[CH:4][CH:3]=1, predict the reactants needed to synthesize it. The reactants are: [F:1][C:2]1[CH:20]=[CH:19][C:5]([CH2:6][CH2:7][C:8]2[C:9]([C:15]([O:17][CH3:18])=[O:16])=[N+:10]([O-])[CH:11]=[CH:12][CH:13]=2)=[CH:4][CH:3]=1.CN(C=[O:25])C.